This data is from Catalyst prediction with 721,799 reactions and 888 catalyst types from USPTO. The task is: Predict which catalyst facilitates the given reaction. Reactant: C(N(CC)CC)C.Cl.[F:9][C:10]1[CH:15]=[CH:14][C:13]([S:16]([CH2:19][CH:20]2[CH2:23][NH:22][CH2:21]2)(=[O:18])=[O:17])=[CH:12][CH:11]=1.[C:24](O[C:24]([O:26][C:27]([CH3:30])([CH3:29])[CH3:28])=[O:25])([O:26][C:27]([CH3:30])([CH3:29])[CH3:28])=[O:25]. Product: [F:9][C:10]1[CH:15]=[CH:14][C:13]([S:16]([CH2:19][CH:20]2[CH2:23][N:22]([C:24]([O:26][C:27]([CH3:30])([CH3:29])[CH3:28])=[O:25])[CH2:21]2)(=[O:18])=[O:17])=[CH:12][CH:11]=1. The catalyst class is: 2.